Predict the reaction yield, written as a fraction of the theoretical maximum amount of product (1.0 means a 100% yield; for example, 0.34 means a 34% yield). From a dataset of Reaction yield outcomes from USPTO patents with 853,638 reactions. (1) The reactants are [NH2:1][C:2]1[C:3]2[C:13]([O:14][CH2:15][CH3:16])=[CH:12][CH:11]=[C:10]([NH2:17])[C:4]=2[S:5][C:6]=1[C:7]([NH2:9])=[O:8].N1C=CC=CC=1.[CH3:24][S:25](Cl)(=[O:27])=[O:26]. The catalyst is C1COCC1.O. The product is [NH2:1][C:2]1[C:3]2[C:13]([O:14][CH2:15][CH3:16])=[CH:12][CH:11]=[C:10]([NH:17][S:25]([CH3:24])(=[O:27])=[O:26])[C:4]=2[S:5][C:6]=1[C:7]([NH2:9])=[O:8]. The yield is 0.0760. (2) The reactants are Cl[C:2]1[N:7]=[C:6]([NH:8][CH2:9][CH2:10][CH3:11])[N:5]=[C:4]([NH:12][CH2:13][CH2:14][CH3:15])[N:3]=1.Cl.[CH3:17][O:18][NH:19][CH2:20][C:21]#[CH:22].[OH-].[Na+].C([O-])(O)=O.[Na+]. The catalyst is O1CCOCC1. The product is [CH2:9]([NH:8][C:6]1[N:5]=[C:4]([NH:12][CH2:13][CH2:14][CH3:15])[N:3]=[C:2]([N:19]([CH2:20][C:21]#[CH:22])[O:18][CH3:17])[N:7]=1)[CH2:10][CH3:11]. The yield is 0.990. (3) The reactants are Cl[C:2]1[C:11]2[C:6](=[CH:7][C:8]([O:12][CH3:13])=[CH:9][CH:10]=2)[N:5]=[C:4]([N:14]2[CH:18]=[CH:17][C:16]([NH:19][CH:20]([CH3:22])[CH3:21])=[N:15]2)[CH:3]=1.O.C([O-])(=[O:26])C.[Na+]. The catalyst is C(O)(=O)C. The product is [OH:26][C:2]1[C:11]2[C:6](=[CH:7][C:8]([O:12][CH3:13])=[CH:9][CH:10]=2)[N:5]=[C:4]([N:14]2[CH:18]=[CH:17][C:16]([NH:19][CH:20]([CH3:22])[CH3:21])=[N:15]2)[CH:3]=1. The yield is 0.190. (4) The reactants are [CH2:1]([O:3][C:4](=[O:31])[C:5]1[CH:10]=[CH:9][C:8]([O:11][C:12]2[CH:17]=[CH:16][C:15]([B:18]3[O:22][C:21](C)(C)C(C)(C)[O:19]3)=[C:14](CO)[CH:13]=2)=[CH:7][C:6]=1[O:29][CH3:30])[CH3:2].Cl.C1(B(O)O)C=CC=CC=1. The catalyst is CO. The product is [CH2:1]([O:3][C:4](=[O:31])[C:5]1[CH:10]=[CH:9][C:8]([O:11][C:12]2[CH:17]=[CH:16][C:15]3[B:18]([OH:19])[O:22][CH2:21][C:14]=3[CH:13]=2)=[CH:7][C:6]=1[O:29][CH3:30])[CH3:2]. The yield is 0.390. (5) The reactants are [CH3:1][C:2]1([N:7]2[CH2:12][CH2:11][CH:10]([N:13]3[C:21]4[C:16](=[CH:17][CH:18]=[CH:19][CH:20]=4)[CH2:15][C:14]3=[O:22])[CH2:9][CH2:8]2)[CH2:6][CH2:5][NH:4][CH2:3]1.[C:23](Cl)(=[O:26])[O:24][CH3:25]. No catalyst specified. The product is [CH3:1][C:2]1([N:7]2[CH2:8][CH2:9][CH:10]([N:13]3[C:21]4[C:16](=[CH:17][CH:18]=[CH:19][CH:20]=4)[CH2:15][C:14]3=[O:22])[CH2:11][CH2:12]2)[CH2:6][CH2:5][N:4]([C:23]([O:24][CH3:25])=[O:26])[CH2:3]1. The yield is 0.516. (6) The reactants are C([N:8]1[CH2:13][CH2:12][N:11](CC2C=CC=CC=2)[CH2:10][C@@H:9]1[CH2:21][CH2:22][C:23]1[CH:28]=[CH:27][C:26]([Cl:29])=[CH:25][CH:24]=1)C1C=CC=CC=1.ClC(OC(Cl)C)=O. The catalyst is ClC(Cl)C. The product is [Cl:29][C:26]1[CH:27]=[CH:28][C:23]([CH2:22][CH2:21][C@H:9]2[CH2:10][NH:11][CH2:12][CH2:13][NH:8]2)=[CH:24][CH:25]=1. The yield is 0.180. (7) The reactants are [C:1]([C:5]1[CH:43]=[CH:42][C:8]([C:9]([NH:11][C@@H:12]([CH2:16][C:17]2[CH:22]=[CH:21][C:20]([C:23]3[N:27]=[C:26]([C:28]4[CH:33]=[CH:32][C:31]([O:34][CH2:35][CH2:36][CH2:37][CH2:38][CH2:39][CH2:40][CH3:41])=[CH:30][CH:29]=4)[O:25][N:24]=3)=[CH:19][CH:18]=2)[C:13](O)=[O:14])=[O:10])=[CH:7][CH:6]=1)([CH3:4])([CH3:3])[CH3:2].C1C=CC2N(O)N=NC=2C=1.CCN=C=NCCCN(C)C.[NH2:65][CH2:66][C:67]([O:69]C(C)(C)C)=[O:68]. The catalyst is CN(C=O)C. The product is [C:1]([C:5]1[CH:43]=[CH:42][C:8]([C:9]([NH:11][C@@H:12]([CH2:16][C:17]2[CH:22]=[CH:21][C:20]([C:23]3[N:27]=[C:26]([C:28]4[CH:29]=[CH:30][C:31]([O:34][CH2:35][CH2:36][CH2:37][CH2:38][CH2:39][CH2:40][CH3:41])=[CH:32][CH:33]=4)[O:25][N:24]=3)=[CH:19][CH:18]=2)[C:13]([NH:65][CH2:66][C:67]([OH:69])=[O:68])=[O:14])=[O:10])=[CH:7][CH:6]=1)([CH3:4])([CH3:2])[CH3:3]. The yield is 0.880. (8) The reactants are C([O:3][C:4](=[O:31])[CH2:5][CH:6]([N:10]1[C:14]2[CH:15]=[CH:16][CH:17]=[CH:18][C:13]=2[N:12]([CH2:19][C:20]2[C:21]3[C:28]([CH3:29])=[CH:27][CH:26]=[CH:25][C:22]=3[S:23][CH:24]=2)[C:11]1=[O:30])[CH2:7][CH2:8][CH3:9])C.[OH-].[Na+].Cl.O. The catalyst is CO. The yield is 0.920. The product is [CH3:29][C:28]1[C:21]2[C:20]([CH2:19][N:12]3[C:13]4[CH:18]=[CH:17][CH:16]=[CH:15][C:14]=4[N:10]([CH:6]([CH2:7][CH2:8][CH3:9])[CH2:5][C:4]([OH:31])=[O:3])[C:11]3=[O:30])=[CH:24][S:23][C:22]=2[CH:25]=[CH:26][CH:27]=1. (9) The product is [N:8]1[CH:13]=[CH:12][CH:11]=[C:10]([CH2:14][NH:15][C:43]([C:42]2[CH:41]=[CH:40][C:39]([C:35]3[O:36][C:37]([CH3:38])=[C:33]([CH2:32][S:29]([CH:26]4[CH2:27][CH2:28][N:23]([C:21]([O:20][C:16]([CH3:18])([CH3:17])[CH3:19])=[O:22])[CH2:24][CH2:25]4)(=[O:30])=[O:31])[N:34]=3)=[CH:47][CH:46]=2)=[O:44])[CH:9]=1. The catalyst is CN(C)C=O. The reactants are C(N(CC)CC)C.[N:8]1[CH:13]=[CH:12][CH:11]=[C:10]([CH2:14][NH2:15])[CH:9]=1.[C:16]([O:20][C:21]([N:23]1[CH2:28][CH2:27][CH:26]([S:29]([CH2:32][C:33]2[N:34]=[C:35]([C:39]3[CH:47]=[CH:46][C:42]([C:43](O)=[O:44])=[CH:41][CH:40]=3)[O:36][C:37]=2[CH3:38])(=[O:31])=[O:30])[CH2:25][CH2:24]1)=[O:22])([CH3:19])([CH3:18])[CH3:17].CCN=C=NCCCN(C)C.C1C=CC2N(O)N=NC=2C=1. The yield is 0.930.